Dataset: hERG potassium channel inhibition data for cardiac toxicity prediction from Karim et al.. Task: Regression/Classification. Given a drug SMILES string, predict its toxicity properties. Task type varies by dataset: regression for continuous values (e.g., LD50, hERG inhibition percentage) or binary classification for toxic/non-toxic outcomes (e.g., AMES mutagenicity, cardiotoxicity, hepatotoxicity). Dataset: herg_karim. The molecule is Cc1ncoc1-c1nnc(SCCCN2CCC3(c4ccc(C(F)(F)F)cc4)CC3C2)n1C. The result is 1 (blocker).